This data is from NCI-60 drug combinations with 297,098 pairs across 59 cell lines. The task is: Regression. Given two drug SMILES strings and cell line genomic features, predict the synergy score measuring deviation from expected non-interaction effect. (1) Drug 2: C1CCC(C(C1)N)N.C(=O)(C(=O)[O-])[O-].[Pt+4]. Drug 1: C1CN1C2=NC(=NC(=N2)N3CC3)N4CC4. Synergy scores: CSS=41.8, Synergy_ZIP=-2.68, Synergy_Bliss=0.478, Synergy_Loewe=1.88, Synergy_HSA=6.16. Cell line: T-47D. (2) Drug 1: C1CC(C1)(C(=O)O)C(=O)O.[NH2-].[NH2-].[Pt+2]. Drug 2: C(CC(=O)O)C(=O)CN.Cl. Cell line: A549. Synergy scores: CSS=22.3, Synergy_ZIP=-8.89, Synergy_Bliss=0.833, Synergy_Loewe=-2.22, Synergy_HSA=2.15.